From a dataset of Forward reaction prediction with 1.9M reactions from USPTO patents (1976-2016). Predict the product of the given reaction. (1) Given the reactants Br[C:2]1[CH:23]=[CH:22][C:5]2[C:6]3[N:10]([CH2:11][CH2:12][O:13][C:4]=2[CH:3]=1)[CH:9]=[C:8]([C:14]1[N:15]([CH:19]([CH3:21])[CH3:20])[N:16]=[CH:17][N:18]=1)[N:7]=3.[B:24]1([B:24]2[O:29][CH2:28][C:27]([CH3:31])([CH3:30])[CH2:26][O:25]2)[O:29][CH2:28][C:27]([CH3:31])([CH3:30])[CH2:26][O:25]1.C([O-])(=O)C.[K+].O1CCOCC1, predict the reaction product. The product is: [CH3:30][C:27]1([CH3:31])[CH2:28][O:29][B:24]([C:2]2[CH:23]=[CH:22][C:5]3[C:6]4[N:10]([CH2:11][CH2:12][O:13][C:4]=3[CH:3]=2)[CH:9]=[C:8]([C:14]2[N:15]([CH:19]([CH3:21])[CH3:20])[N:16]=[CH:17][N:18]=2)[N:7]=4)[O:25][CH2:26]1. (2) The product is: [CH2:30]([O:8][CH2:9][CH:10]1[C@@H:12]([CH2:13][OH:14])[C:11]1([CH3:29])[C:15]1[CH:24]=[CH:23][C:22]2[C:21]([CH3:25])([CH3:26])[CH2:20][CH2:19][C:18]([CH3:28])([CH3:27])[C:17]=2[CH:16]=1)[CH3:31]. Given the reactants [Si]([O:8][CH2:9][CH:10]1[C@@H:12]([CH2:13][OH:14])[C:11]1([CH3:29])[C:15]1[CH:24]=[CH:23][C:22]2[C:21]([CH3:26])([CH3:25])[CH2:20][CH2:19][C:18]([CH3:28])([CH3:27])[C:17]=2[CH:16]=1)(C(C)(C)C)(C)C.[CH2:30](I)[CH3:31], predict the reaction product. (3) Given the reactants [Cl:1][C:2]1[N:7]=[C:6](Cl)[C:5]([O:9][CH3:10])=[C:4]([CH3:11])[N:3]=1.O1CCOCC1.[OH-].[NH4+:19], predict the reaction product. The product is: [Cl:1][C:2]1[N:7]=[C:6]([NH2:19])[C:5]([O:9][CH3:10])=[C:4]([CH3:11])[N:3]=1. (4) Given the reactants C(OC([N:8]1[CH2:13][CH2:12][N:11]([C:14]2[N:22]([CH2:23][C:24]#[C:25][CH3:26])[C:21]3[C:20](=[O:27])[N:19]([CH3:28])[C:18](=[O:29])[N:17]([CH3:30])[C:16]=3[N:15]=2)[CH2:10][CH2:9]1)=O)(C)(C)C, predict the reaction product. The product is: [CH2:23]([N:22]1[C:21]2[C:20](=[O:27])[N:19]([CH3:28])[C:18](=[O:29])[N:17]([CH3:30])[C:16]=2[N:15]=[C:14]1[N:11]1[CH2:10][CH2:9][NH:8][CH2:13][CH2:12]1)[C:24]#[C:25][CH3:26].